This data is from NCI-60 drug combinations with 297,098 pairs across 59 cell lines. The task is: Regression. Given two drug SMILES strings and cell line genomic features, predict the synergy score measuring deviation from expected non-interaction effect. Drug 1: C1=CC(=CC=C1CC(C(=O)O)N)N(CCCl)CCCl.Cl. Drug 2: CC(C1=C(C=CC(=C1Cl)F)Cl)OC2=C(N=CC(=C2)C3=CN(N=C3)C4CCNCC4)N. Cell line: SF-539. Synergy scores: CSS=3.83, Synergy_ZIP=-5.26, Synergy_Bliss=-1.46, Synergy_Loewe=-3.25, Synergy_HSA=-2.89.